This data is from Reaction yield outcomes from USPTO patents with 853,638 reactions. The task is: Predict the reaction yield, written as a fraction of the theoretical maximum amount of product (1.0 means a 100% yield; for example, 0.34 means a 34% yield). (1) The reactants are [Cl:1][C:2]1[N:7]=[C:6](Cl)[CH:5]=[CH:4][N:3]=1.[NH2:9][C:10]([CH3:14])([CH3:13])[CH2:11][OH:12]. No catalyst specified. The product is [Cl:1][C:2]1[N:7]=[C:6]([NH:9][C:10]([CH3:14])([CH3:13])[CH2:11][OH:12])[CH:5]=[CH:4][N:3]=1. The yield is 0.190. (2) The reactants are [CH3:1][NH:2][C@@H:3]1[C:8]2[CH:9]=[CH:10][CH:11]=[CH:12][C:7]=2[C@H:6]([C:13]2[CH:14]=[CH:15][C:16]([Cl:20])=[C:17]([Cl:19])[CH:18]=2)[CH2:5][CH2:4]1.C(O)(=O)C.C[Si](C)(C)[Cl:27]. The catalyst is C(C(C)=O)C(C)C. The product is [CH3:1][NH:2][C@@H:3]1[C:8]2[CH:9]=[CH:10][CH:11]=[CH:12][C:7]=2[C@H:6]([C:13]2[CH:14]=[CH:15][C:16]([Cl:20])=[C:17]([Cl:19])[CH:18]=2)[CH2:5][CH2:4]1.[ClH:27]. The yield is 0.977. (3) The reactants are [F:1][C:2]1[CH:9]=[CH:8][C:5]([CH:6]=O)=[CH:4][CH:3]=1.Cl.C(=O)(O)O.[NH2:15][NH:16][C:17]([NH2:19])=[NH:18].C(=O)=O.[OH-].[K+]. No catalyst specified. The product is [F:1][C:2]1[CH:9]=[CH:8][C:5](/[CH:6]=[N:15]/[NH:16][C:17](=[NH:18])[NH2:19])=[CH:4][CH:3]=1. The yield is 0.910. (4) The reactants are [CH3:1][C:2]1[N:3]=[CH:4][C:5]([C:8](=[O:10])[CH3:9])=[N:6][CH:7]=1.[C:11](OC)(=[O:16])[C:12]([O:14][CH3:15])=[O:13].C[Si]([N-][Si](C)(C)C)(C)C.[Li+]. No catalyst specified. The product is [CH3:1][C:2]1[N:3]=[CH:4][C:5]([C:8](=[O:10])[CH2:9][C:11](=[O:16])[C:12]([O:14][CH3:15])=[O:13])=[N:6][CH:7]=1. The yield is 0.660. (5) The reactants are C([O:8][C@@H:9]1[CH2:14][C@@H:13]([O:15][S:16]([CH3:19])(=[O:18])=[O:17])[C@H:12]([CH2:20][O:21][Si:22]([C:25]([CH3:28])([CH3:27])[CH3:26])([CH3:24])[CH3:23])[C@@H:11]([O:29][Si:30]([C:33]([CH3:36])([CH3:35])[CH3:34])([CH3:32])[CH3:31])[CH2:10]1)C1C=CC=CC=1.C([O-])=O.[NH4+]. The catalyst is CO.[Pd]. The product is [Si:22]([O:21][CH2:20][C@@H:12]1[C@@H:11]([O:29][Si:30]([C:33]([CH3:34])([CH3:35])[CH3:36])([CH3:31])[CH3:32])[CH2:10][C@H:9]([OH:8])[CH2:14][C@H:13]1[O:15][S:16]([CH3:19])(=[O:18])=[O:17])([C:25]([CH3:26])([CH3:27])[CH3:28])([CH3:24])[CH3:23]. The yield is 0.970.